From a dataset of Forward reaction prediction with 1.9M reactions from USPTO patents (1976-2016). Predict the product of the given reaction. (1) Given the reactants [CH3:1][N:2]([CH3:15])[C:3]1[CH:10]=[C:9]([O:11]C)[C:6]([CH:7]=[O:8])=[C:5]([O:13]C)[CH:4]=1.[Al+3].[Cl-].[Cl-].[Cl-].C(=O)(O)[O-].[Na+], predict the reaction product. The product is: [CH3:1][N:2]([CH3:15])[C:3]1[CH:10]=[C:9]([OH:11])[C:6]([CH:7]=[O:8])=[C:5]([OH:13])[CH:4]=1. (2) Given the reactants [F:1][C:2]([F:27])([F:26])[S:3](OC1C(C2C=CC(Cl)=CC=2)=C2C(=CC=1Cl)N=C(C)C=C2)(=[O:5])=[O:4].[Br:28][C:29]1[C:38]([OH:39])=[C:37]([CH3:40])[CH:36]=[C:35]2[C:30]=1[CH:31]=[CH:32][C:33]([C:41]([F:44])([F:43])[F:42])=[N:34]2, predict the reaction product. The product is: [F:1][C:2]([F:27])([F:26])[S:3]([O:39][C:38]1[C:29]([Br:28])=[C:30]2[C:35](=[CH:36][C:37]=1[CH3:40])[N:34]=[C:33]([C:41]([F:42])([F:43])[F:44])[CH:32]=[CH:31]2)(=[O:5])=[O:4]. (3) Given the reactants [F:1][C:2]1[CH:3]=[C:4]([NH:9][C:10]2[C:15]([F:16])=[CH:14][N:13]=[C:12]([NH:17][C:18]3[CH:19]=[CH:20][C:21]4[O:25][CH:24]([C:26]([O:28]C)=O)[CH2:23][C:22]=4[CH:30]=3)[N:11]=2)[CH:5]=[CH:6][C:7]=1[F:8].Cl.CN.[CH:34]([N:37](C(C)C)CC)(C)C, predict the reaction product. The product is: [F:1][C:2]1[CH:3]=[C:4]([NH:9][C:10]2[C:15]([F:16])=[CH:14][N:13]=[C:12]([NH:17][C:18]3[CH:19]=[CH:20][C:21]4[O:25][CH:24]([C:26]([NH:37][CH3:34])=[O:28])[CH2:23][C:22]=4[CH:30]=3)[N:11]=2)[CH:5]=[CH:6][C:7]=1[F:8]. (4) Given the reactants [S:1]1[C:5]2[CH:6]=[CH:7][CH:8]=[CH:9][C:4]=2[N:3]=[C:2]1[NH:10][C:11]([C:13]1[CH:14]=[CH:15][CH:16]=[C:17]2[C:22]=1[CH2:21][N:20]([C:23]1[S:24][CH:25]=[C:26]([C:28]([O:30][CH2:31][CH3:32])=[O:29])[N:27]=1)[CH2:19][CH2:18]2)=[O:12].C1C(=O)N([Br:40])C(=O)C1, predict the reaction product. The product is: [S:1]1[C:5]2[CH:6]=[CH:7][CH:8]=[CH:9][C:4]=2[N:3]=[C:2]1[NH:10][C:11]([C:13]1[CH:14]=[CH:15][CH:16]=[C:17]2[C:22]=1[CH2:21][N:20]([C:23]1[S:24][C:25]([Br:40])=[C:26]([C:28]([O:30][CH2:31][CH3:32])=[O:29])[N:27]=1)[CH2:19][CH2:18]2)=[O:12]. (5) The product is: [C:4]([O:3][C:1]([N:8]1[CH2:9][CH2:10][CH:11]([C:12](=[O:14])[N:19]([O:20][CH3:21])[CH3:18])[CH2:15][CH2:16]1)=[O:2])([CH3:5])([CH3:6])[CH3:7]. Given the reactants [C:1]([N:8]1[CH2:16][CH2:15][CH:11]([C:12]([OH:14])=O)[CH2:10][CH2:9]1)([O:3][C:4]([CH3:7])([CH3:6])[CH3:5])=[O:2].Cl.[CH3:18][NH:19][O:20][CH3:21].CN1CCOCC1.CCN=C=NCCCN(C)C.C1C=CC2N(O)N=NC=2C=1, predict the reaction product. (6) Given the reactants Br[C:2]1[CH:7]=[CH:6][C:5]([C:8]2[CH:13]=[CH:12][C:11]([CH:14]([N:16]3[CH2:20][CH2:19][CH2:18][CH2:17]3)[CH3:15])=[CH:10][CH:9]=2)=[CH:4][CH:3]=1.[CH3:21][O:22][C:23]1[N:28]=[CH:27][C:26](B(O)O)=[CH:25][N:24]=1, predict the reaction product. The product is: [CH3:21][O:22][C:23]1[N:28]=[CH:27][C:26]([C:2]2[CH:7]=[CH:6][C:5]([C:8]3[CH:13]=[CH:12][C:11]([CH:14]([N:16]4[CH2:20][CH2:19][CH2:18][CH2:17]4)[CH3:15])=[CH:10][CH:9]=3)=[CH:4][CH:3]=2)=[CH:25][N:24]=1. (7) Given the reactants Br[C:2]1[N:7]=[C:6]2[S:8][C:9]([NH:11][C:12]([C:14]3[CH:23]=[CH:22][C:17]([C:18]([O:20][CH3:21])=[O:19])=[CH:16][CH:15]=3)=[O:13])=[N:10][C:5]2=[CH:4][CH:3]=1.[CH3:24][C:25]1[C:29](B2OC(C)(C)C(C)(C)O2)=[CH:28][NH:27][N:26]=1, predict the reaction product. The product is: [CH3:24][C:25]1[C:29]([C:2]2[N:7]=[C:6]3[S:8][C:9]([NH:11][C:12]([C:14]4[CH:23]=[CH:22][C:17]([C:18]([O:20][CH3:21])=[O:19])=[CH:16][CH:15]=4)=[O:13])=[N:10][C:5]3=[CH:4][CH:3]=2)=[CH:28][NH:27][N:26]=1.